The task is: Predict the reaction yield, written as a fraction of the theoretical maximum amount of product (1.0 means a 100% yield; for example, 0.34 means a 34% yield).. This data is from Reaction yield outcomes from USPTO patents with 853,638 reactions. The reactants are [C:1]([C:3]1[CH:17]=[C:16](I)[C:6]2[N:7]([C:10]3[CH:15]=[CH:14][CH:13]=[CH:12][CH:11]=3)[CH:8]=[N:9][C:5]=2[CH:4]=1)#[N:2].[C:19]([C:21]1[CH:26]=[CH:25][C:24](B(O)O)=[CH:23][CH:22]=1)#[N:20].C(=O)([O-])[O-].[K+].[K+].C(NC1C=C(C2C3N(C4C=CC=CC=4)C=NC=3C=C(C#N)C=2)C=CC=1)(=O)C. The catalyst is C1C=CC([P]([Pd]([P](C2C=CC=CC=2)(C2C=CC=CC=2)C2C=CC=CC=2)([P](C2C=CC=CC=2)(C2C=CC=CC=2)C2C=CC=CC=2)[P](C2C=CC=CC=2)(C2C=CC=CC=2)C2C=CC=CC=2)(C2C=CC=CC=2)C2C=CC=CC=2)=CC=1.C(O)C.C1(C)C=CC=CC=1. The product is [C:1]([C:3]1[CH:17]=[C:16]([C:24]2[CH:25]=[CH:26][C:21]([C:19]#[N:20])=[CH:22][CH:23]=2)[C:6]2[N:7]([C:10]3[CH:15]=[CH:14][CH:13]=[CH:12][CH:11]=3)[CH:8]=[N:9][C:5]=2[CH:4]=1)#[N:2]. The yield is 0.590.